From a dataset of Full USPTO retrosynthesis dataset with 1.9M reactions from patents (1976-2016). Predict the reactants needed to synthesize the given product. (1) The reactants are: Br[C:2]1[CH:8]=[CH:7][C:5]([NH2:6])=[C:4]([O:9][CH3:10])[C:3]=1[F:11].CC([O-])=O.[K+].[B:17]1([B:17]2[O:21][C:20]([CH3:23])([CH3:22])[C:19]([CH3:25])([CH3:24])[O:18]2)[O:21][C:20]([CH3:23])([CH3:22])[C:19]([CH3:25])([CH3:24])[O:18]1. Given the product [F:11][C:3]1[C:4]([O:9][CH3:10])=[C:5]([CH:7]=[CH:8][C:2]=1[B:17]1[O:21][C:20]([CH3:23])([CH3:22])[C:19]([CH3:25])([CH3:24])[O:18]1)[NH2:6], predict the reactants needed to synthesize it. (2) The reactants are: [I:1][C:2]1[CH:7]=[CH:6][C:5]([NH:8][C:9]2([C:14]#[N:15])[CH2:13][CH2:12][CH2:11][CH2:10]2)=[CH:4][CH:3]=1.[OH2:16]. Given the product [I:1][C:2]1[CH:3]=[CH:4][C:5]([NH:8][C:9]2([C:14]([NH2:15])=[O:16])[CH2:13][CH2:12][CH2:11][CH2:10]2)=[CH:6][CH:7]=1, predict the reactants needed to synthesize it. (3) The reactants are: Cl.C[N:3](C)[CH2:4][CH2:5][CH2:6]N=C=NCC.N[C:14]1[CH:15]=[C:16]2[C:21](=[CH:22][CH:23]=1)[N:20]=[CH:19][N:18]=[C:17]2[NH:24][C:25]1[CH:30]=[CH:29][CH:28]=[C:27]([Cl:31])[CH:26]=1.C(O)(=[O:35])C=C. Given the product [Cl:31][C:27]1[CH:26]=[C:25]([NH:24][C:17]2[C:16]3[C:21](=[CH:22][C:23]([NH:3][C:4](=[O:35])[CH:5]=[CH2:6])=[CH:14][CH:15]=3)[N:20]=[CH:19][N:18]=2)[CH:30]=[CH:29][CH:28]=1, predict the reactants needed to synthesize it. (4) Given the product [Cl:1][C:2]1[CH:3]=[N:4][C:5]2[N:6]([N:8]=[C:9]([C:11]([N:16]3[CH2:17][CH2:18][C:19]4[C:24](=[CH:23][CH:22]=[CH:21][C:20]=4[C:25]([F:26])([F:27])[F:28])[N:15]3[CH3:14])=[O:13])[CH:10]=2)[CH:7]=1, predict the reactants needed to synthesize it. The reactants are: [Cl:1][C:2]1[CH:3]=[N:4][C:5]2[N:6]([N:8]=[C:9]([C:11]([OH:13])=O)[CH:10]=2)[CH:7]=1.[CH3:14][N:15]1[C:24]2[C:19](=[C:20]([C:25]([F:28])([F:27])[F:26])[CH:21]=[CH:22][CH:23]=2)[CH2:18][CH2:17][NH:16]1. (5) Given the product [Br:8][C:7]1[C:2]2[NH:1][CH:23]([CH:17]3[CH2:22][CH2:21][CH2:20][CH2:19][CH2:18]3)[NH:16][S:13](=[O:15])(=[O:14])[C:3]=2[CH:4]=[C:5]([S:9](=[O:11])(=[O:12])[NH2:10])[CH:6]=1, predict the reactants needed to synthesize it. The reactants are: [NH2:1][C:2]1[C:7]([Br:8])=[CH:6][C:5]([S:9](=[O:12])(=[O:11])[NH2:10])=[CH:4][C:3]=1[S:13]([NH2:16])(=[O:15])=[O:14].[CH:17]1([CH:23]=O)[CH2:22][CH2:21][CH2:20][CH2:19][CH2:18]1. (6) Given the product [CH2:25]([C:26]1[O:16][C:15]([CH2:14][C:9]2[C:10]([CH3:13])=[N:11][O:12][C:8]=2[C:5]2[CH:6]=[CH:7][C:2]([Br:1])=[CH:3][CH:4]=2)=[N:17][N:18]=1)[C:19]1[CH:24]=[CH:23][CH:22]=[CH:21][CH:20]=1, predict the reactants needed to synthesize it. The reactants are: [Br:1][C:2]1[CH:7]=[CH:6][C:5]([C:8]2[O:12][N:11]=[C:10]([CH3:13])[C:9]=2[CH2:14][C:15]([NH:17][NH2:18])=[O:16])=[CH:4][CH:3]=1.[C:19]1([CH2:25][C:26](Cl)=O)[CH:24]=[CH:23][CH:22]=[CH:21][CH:20]=1. (7) Given the product [Cl:17][C:18]1[C:19]([O:1][CH:2]2[CH2:3][CH2:4][N:5]([C:8]([O:10][C:11]([CH3:14])([CH3:13])[CH3:12])=[O:9])[CH2:6][CH2:7]2)=[CH:20][C:21]([N+:27]([O-:29])=[O:28])=[C:22]([CH:26]=1)[C:23]([OH:25])=[O:24], predict the reactants needed to synthesize it. The reactants are: [OH:1][CH:2]1[CH2:7][CH2:6][N:5]([C:8]([O:10][C:11]([CH3:14])([CH3:13])[CH3:12])=[O:9])[CH2:4][CH2:3]1.[H-].[Na+].[Cl:17][C:18]1[C:19](F)=[CH:20][C:21]([N+:27]([O-:29])=[O:28])=[C:22]([CH:26]=1)[C:23]([OH:25])=[O:24].O.